Dataset: Full USPTO retrosynthesis dataset with 1.9M reactions from patents (1976-2016). Task: Predict the reactants needed to synthesize the given product. (1) Given the product [Br:44][C:42]1[CH:41]=[CH:40][C:39]2[C:35]3[CH:34]=[CH:33][C:32]([C:30](=[O:31])[CH2:29][O:19][C:18]([CH:17]4[CH2:16][C:13]5([CH2:14][CH2:15]5)[CH2:12][N:11]4[C:9]([O:8][CH2:1][C:2]4[CH:7]=[CH:6][CH:5]=[CH:4][CH:3]=4)=[O:10])=[O:20])=[CH:45][C:36]=3[O:37][C:38]=2[CH:43]=1, predict the reactants needed to synthesize it. The reactants are: [CH2:1]([O:8][C:9]([N:11]1[CH:17]([C:18]([OH:20])=[O:19])[CH2:16][C:13]2([CH2:15][CH2:14]2)[CH2:12]1)=[O:10])[C:2]1[CH:7]=[CH:6][CH:5]=[CH:4][CH:3]=1.C(N(CC)CC)C.Br[CH2:29][C:30]([C:32]1[CH:33]=[CH:34][C:35]2[C:39]3[CH:40]=[CH:41][C:42]([Br:44])=[CH:43][C:38]=3[O:37][C:36]=2[CH:45]=1)=[O:31]. (2) Given the product [CH:19]1([C:7]2[C:6]([C:4]([OH:5])=[O:3])=[C:11]([CH3:12])[CH:10]=[C:9]([N:13]3[CH2:14][CH2:15][O:16][CH2:17][CH2:18]3)[N:8]=2)[CH2:21][CH2:20]1, predict the reactants needed to synthesize it. The reactants are: C([O:3][C:4]([C:6]1[C:7]([CH:19]2[CH2:21][CH2:20]2)=[N:8][C:9]([N:13]2[CH2:18][CH2:17][O:16][CH2:15][CH2:14]2)=[CH:10][C:11]=1[CH3:12])=[O:5])C.[OH-].[Na+]. (3) Given the product [CH2:17]([N:19]([CH2:22][CH3:23])[CH2:20][CH3:21])[CH3:18].[N:1]1[CH:2]=[N:3][N:4]2[CH:9]=[CH:8][C:7]([C:10]3[O:11][C:14]([SH:15])=[N:13][N:12]=3)=[CH:6][C:5]=12, predict the reactants needed to synthesize it. The reactants are: [N:1]1[CH:2]=[N:3][N:4]2[CH:9]=[CH:8][C:7]([C:10]([NH:12][NH2:13])=[O:11])=[CH:6][C:5]=12.[C:14](=S)=[S:15].[CH2:17]([N:19]([CH2:22][CH3:23])[CH2:20][CH3:21])[CH3:18]. (4) The reactants are: [Cl:1][C:2]1[CH:3]=[C:4]2[C:12](=[CH:13][CH:14]=1)[N:11]([CH2:15][C:16]([C:19]1[CH:24]=[CH:23][N:22]=[CH:21][N:20]=1)(O)[CH3:17])[C:10]1[CH2:9][N:8]([CH3:25])[CH2:7][CH2:6][C:5]2=1.S(Cl)([Cl:28])=O. Given the product [Cl:1][C:2]1[CH:3]=[C:4]2[C:12](=[CH:13][CH:14]=1)[N:11]([CH2:15][C:16]([Cl:28])([C:19]1[CH:24]=[CH:23][N:22]=[CH:21][N:20]=1)[CH3:17])[C:10]1[CH2:9][N:8]([CH3:25])[CH2:7][CH2:6][C:5]2=1, predict the reactants needed to synthesize it.